Dataset: NCI-60 drug combinations with 297,098 pairs across 59 cell lines. Task: Regression. Given two drug SMILES strings and cell line genomic features, predict the synergy score measuring deviation from expected non-interaction effect. (1) Drug 1: CC1=CC=C(C=C1)C2=CC(=NN2C3=CC=C(C=C3)S(=O)(=O)N)C(F)(F)F. Drug 2: CC1C(C(CC(O1)OC2CC(OC(C2O)C)OC3=CC4=CC5=C(C(=O)C(C(C5)C(C(=O)C(C(C)O)O)OC)OC6CC(C(C(O6)C)O)OC7CC(C(C(O7)C)O)OC8CC(C(C(O8)C)O)(C)O)C(=C4C(=C3C)O)O)O)O. Cell line: SK-MEL-28. Synergy scores: CSS=28.3, Synergy_ZIP=0.842, Synergy_Bliss=0.854, Synergy_Loewe=-38.8, Synergy_HSA=-0.128. (2) Drug 1: CC=C1C(=O)NC(C(=O)OC2CC(=O)NC(C(=O)NC(CSSCCC=C2)C(=O)N1)C(C)C)C(C)C. Drug 2: CCN(CC)CCCC(C)NC1=C2C=C(C=CC2=NC3=C1C=CC(=C3)Cl)OC. Cell line: SNB-75. Synergy scores: CSS=53.9, Synergy_ZIP=-3.76, Synergy_Bliss=-2.05, Synergy_Loewe=0.376, Synergy_HSA=2.99. (3) Drug 1: C1=C(C(=O)NC(=O)N1)N(CCCl)CCCl. Drug 2: C1=C(C(=O)NC(=O)N1)F. Cell line: SNB-75. Synergy scores: CSS=33.2, Synergy_ZIP=5.26, Synergy_Bliss=6.99, Synergy_Loewe=7.37, Synergy_HSA=9.26. (4) Drug 1: C1=CN(C=N1)CC(O)(P(=O)(O)O)P(=O)(O)O. Drug 2: CC1C(C(CC(O1)OC2CC(CC3=C2C(=C4C(=C3O)C(=O)C5=C(C4=O)C(=CC=C5)OC)O)(C(=O)CO)O)N)O.Cl. Cell line: RXF 393. Synergy scores: CSS=27.6, Synergy_ZIP=-2.50, Synergy_Bliss=-1.16, Synergy_Loewe=-9.01, Synergy_HSA=0.129. (5) Cell line: UO-31. Drug 1: CN(C)N=NC1=C(NC=N1)C(=O)N. Drug 2: CCN(CC)CCNC(=O)C1=C(NC(=C1C)C=C2C3=C(C=CC(=C3)F)NC2=O)C. Synergy scores: CSS=15.4, Synergy_ZIP=-5.09, Synergy_Bliss=-4.18, Synergy_Loewe=-2.32, Synergy_HSA=-2.18.